From a dataset of Forward reaction prediction with 1.9M reactions from USPTO patents (1976-2016). Predict the product of the given reaction. (1) Given the reactants N1(C2CCCCCCCCCC2)CCCCCCCCCN1.[C:23]1([CH2:33][NH:34][C:35]2[N:43]=[C:42]([C:44]#[N:45])[N:41]=[C:40]3[C:36]=2[N:37]=[CH:38][NH:39]3)[C:32]2[C:27](=[CH:28][CH:29]=[CH:30][CH:31]=2)[CH:26]=[CH:25][CH:24]=1.[C:46]([O:54][C@H:55]1[C@@H:59]([O:60][C:61](=[O:68])[C:62]2[CH:67]=[CH:66][CH:65]=[CH:64][CH:63]=2)[C@@H:58](OC(=O)C)[O:57][C@@H:56]1[C:73]([NH:75][CH2:76][CH3:77])=[O:74])(=[O:53])[C:47]1[CH:52]=[CH:51][CH:50]=[CH:49][CH:48]=1.C(O[C@H]1[C@@H](OC(=O)C2C=CC=CC=2)[C@H](OC(=O)C)O[C@@H]1C(NCC)=O)(=O)C1C=CC=CC=1.FC(F)(F)S(O[Si](C)(C)C)(=O)=O, predict the reaction product. The product is: [C:61]([O:60][C@@H:59]1[C@H:55]([O:54][C:46](=[O:53])[C:47]2[CH:52]=[CH:51][CH:50]=[CH:49][CH:48]=2)[C@@H:56]([C:73]([NH:75][CH2:76][CH3:77])=[O:74])[O:57][C@H:58]1[N:39]1[CH:38]=[N:37][C:36]2[C:40]1=[N:41][C:42]([C:44]#[N:45])=[N:43][C:35]=2[NH:34][CH2:33][C:23]1[C:32]2[C:27](=[CH:28][CH:29]=[CH:30][CH:31]=2)[CH:26]=[CH:25][CH:24]=1)(=[O:68])[C:62]1[CH:67]=[CH:66][CH:65]=[CH:64][CH:63]=1. (2) Given the reactants [OH:1][C:2]1([C:12]2[S:13][CH:14]=[C:15]([C:17]([OH:19])=O)[N:16]=2)[CH2:11][CH2:10][C:5]2([O:9][CH2:8][CH2:7][O:6]2)[CH2:4][CH2:3]1.[CH3:20][NH2:21].C(Cl)Cl, predict the reaction product. The product is: [OH:1][C:2]1([C:12]2[S:13][CH:14]=[C:15]([C:17]([NH:21][CH3:20])=[O:19])[N:16]=2)[CH2:11][CH2:10][C:5]2([O:9][CH2:8][CH2:7][O:6]2)[CH2:4][CH2:3]1.